The task is: Binary Classification. Given a miRNA mature sequence and a target amino acid sequence, predict their likelihood of interaction.. This data is from Experimentally validated miRNA-target interactions with 360,000+ pairs, plus equal number of negative samples. (1) The miRNA is hsa-miR-377-3p with sequence AUCACACAAAGGCAACUUUUGU. The protein sequence of the target gene is MFKFHQMKHIFEILDKMRCLRKRSTVSFLGVLVIFLLFMNLYIEDSYVLEGDKQLIRETSTHQLNSERYVHTFKDLSNFSGAINVTYRYLAATPLQRKRYLTIGLSSVKRKKGNYLLETIKSIFEQSSYEELKEISVVVHLADFNSSWRDAMVQDITQKFAHHIIAGRLMVIHAPEEYYPILDGLKRNYNDPEDRVKFRSKQNVDYAFLLNFCANTSDYYVMLEDDVRCSKNFLTAIKKVIASLEGTYWVTLEFSKLGYIGKLYHSHDLPRLAHFLLMFYQEMPCDWLLTHFRGLLAQKN.... Result: 1 (interaction). (2) Result: 1 (interaction). The protein sequence of the target gene is MTMEGASGSSFGIDTILSSASSGSPGMMNGDFRPLGEARTADFRSQATPSPCSEIDTVGTAPSSPISVTMEPPEPHLVADATQHHHHLHHSQQPPPPAAAPTQSLQPLPQQQQPLPPQQPPPPPPQQLGSAASAPRTSTSSFLIKDILGDSKPLAACAPYSTSVSSPHHTPKQESNAVHESFRPKLEQEDSKTKLDKREDSQSDIKCHGTKEEGDREITSSRESPPVRAKKPRKARTAFSDHQLNQLERSFERQKYLSVQDRMDLAAALNLTDTQVKTWYQNRRTKWKRQTAVGLELLAE.... The miRNA is hsa-miR-4490 with sequence UCUGGUAAGAGAUUUGGGCAUA. (3) The miRNA is hsa-miR-7106-3p with sequence AGCUCCCUGAAUCCCUGUCCCAG. The protein sequence of the target gene is MADKTPGGSQKASSKNRSSDVHSSGSSDAHMDASGPSDSDMPSRTRPKSPRKHNYRNESSRESLCDSPHQNLSRPLLENKLKAFSIGKMSTAKRTLSKKEQEELKKKEDEKAAAEIYEEFLAAFEGSDGNKVKTFVRGGVVNAAKDEHETDEKRGKIYKPSSRFADQKNPPNQSSNERPPSLLVIETKKPPLKKGEKEKKKSNLELFKEELKQIQEERDERHKTKGRLSRFEPPQSDSDGQRRSMDVPSRRNRSSGVLDDYAPGSHDVGDPSTTNLYLGNINPQMNEEMLCQEFGRFGPL.... Result: 0 (no interaction). (4) The miRNA is hsa-miR-4523 with sequence GACCGAGAGGGCCUCGGCUGU. The protein sequence of the target gene is MGKNKQPRGQQRQGGPPAADAAGPDDMEPKKGTGAPKECGEEEPRTCCGCRFPLLLALLQLALGIAVTVVGFLMASISSSLLVRDTPFWAGIIVCLVAYLGLFMLCVSYQVDERTCIQFSMKLLYFLLSALGLTVCVLAVAFAAHHYSQLTQFTCETTLDSCQCKLPSSEPLSRTFVYRDVTDCTSVTGTFKLFLLIQMILNLVCGLVCLLACFVMWKHRYQVFYVGVRICSLTASEGPQQKI. Result: 0 (no interaction). (5) The miRNA is mmu-miR-3089-5p with sequence UGAGUUCAGGGACAGCGUGUCU. The protein sequence of the target gene is MELNTKKKLHALSLAEKIQVLELLDESKMSQSEVARRFQVSQPQISRICKNKEKLLADWCSGTANHERKRKRESKYSGIDEALLCWYHIARAKAWDVTGPMLLHKAKELADIMGQDFVPSIGWLVRWKRRNNVGFGTRQVLVPLFPPEAPPAVLPSQAQPPLSLKDFSPEDVFGCAEVPLLYRAVPGRVFECDRLQVLLCANSRGTEKRRVFVGGLQAAPRCFFGVSSEALPTSYHPDLAIPWSEWLAQFDQDMGQQGRQVALLLASGVVEEWASLPGLHHVRLLPLSASSTTPSLPGSV.... Result: 1 (interaction). (6) The miRNA is hsa-miR-1251-3p with sequence CGCUUUGCUCAGCCAGUGUAG. The protein sequence of the target gene is MLRTTRGPGLGPPLLQAALGLGRAGWHWPAGRAASGGRGRAWLQPTGRETGVQVYNSLTGRKEPLIVAHAEAASWYSCGPTVYDHAHLGHACSYVRFDIIRRILTKVFGCSIVMVMGITDVDDKIIKRANEMNISPASLASLYEEDFKQDMAALKVLPPTVYLRVTENIPQIISFIEGIIARGNAYSTAKGNVYFDLKSRGDKYGKLVGVVPGPVGEPADSDKRHASDFALWKAAKPQEVFWASPWGPGRPGWHIECSAIASMVFGSQLDIHSGGIDLAFPHHENEIAQCEVFHQCEQWG.... Result: 0 (no interaction). (7) The miRNA is hsa-miR-6822-3p with sequence AGGCUCUAACUGGCUUUCCCUGCA. The protein sequence of the target gene is MEALAPGRAPRGRRRAGASGSVLSPLSLAAVLLCALLRAPPAVGHLARLPRSIHLTQDSLKIVGSTHFPVSVYVMLHQKSPHVLCVTQRLRNTELVDPSFQWHGPKGKLVSENTTAQVTSTGSLIFQSFEETMSGVYTCFLEYKPTVEESIKNLQLKYIVYAYREPRFYYQFTARYHAAPCNSIYNISFEKKLLQILSKLVLDLSCEISLIKSECHRVKMQRAGLQNELFFTFSVASIDTEKGSKPCTDHSCEASKRLSKAKNLIERFFIQQVEVLGKRAEPLPEIYYIEGTLQMVWVNR.... Result: 0 (no interaction). (8) The miRNA is hsa-miR-6126 with sequence GUGAAGGCCCGGCGGAGA. The protein sequence of the target gene is MVWRLVLLALWVWPSTQAGHQDKDTTFDLFSISNINRKTIGAKQFRGPDPGVPAYRFVRFDYIPPVNADDLSKITKIMRQKEGFFLTAQLKQDGKSRGTLLALEGPGLSQRQFEIVSNGPADTLDLTYWIDGTRHVVSLEDVGLADSQWKNVTVQVAGETYSLHVGCDLIDSFALDEPFYEHLQAEKSRMYVAKGSARESHFRGLLQNVHLVFENSVEDILSKKGCQQGQGAEINAISENTETLRLGPHVTTEYVGPSSERRPEVCERSCEELGNMVQELSGLHVLVNQLSENLKRVSND.... Result: 0 (no interaction).